From a dataset of Full USPTO retrosynthesis dataset with 1.9M reactions from patents (1976-2016). Predict the reactants needed to synthesize the given product. (1) Given the product [CH3:7][C:8]1([CH3:19])[C:17]2[C:12](=[CH:13][CH:14]=[CH:15][CH:16]=2)[NH:11][CH2:10][CH2:9]1, predict the reactants needed to synthesize it. The reactants are: [H-].[Al+3].[Li+].[H-].[H-].[H-].[CH3:7][C:8]1([CH3:19])[C:17]2[C:12](=[CH:13][CH:14]=[CH:15][CH:16]=2)[NH:11][C:10](=O)[CH2:9]1. (2) Given the product [CH:13]([O:1][C:2]1[N:3]=[C:4]([CH3:12])[S:5][C:6]=1[C:7]([O:9][CH2:10][CH3:11])=[O:8])([CH3:15])[CH3:14], predict the reactants needed to synthesize it. The reactants are: [OH:1][C:2]1[N:3]=[C:4]([CH3:12])[S:5][C:6]=1[C:7]([O:9][CH2:10][CH3:11])=[O:8].[CH:13](O)([CH3:15])[CH3:14].C(P(CCCC)CCCC)CCC.N(C(OCC)=O)=NC(OCC)=O. (3) Given the product [CH3:23][N:15]([C:12]1[CH:13]=[CH:14][C:9]([C:6]2[CH:7]=[CH:8][C:3]([C:2]([F:18])([F:19])[F:1])=[CH:4][CH:5]=2)=[CH:10][CH:11]=1)[CH:16]=[O:17], predict the reactants needed to synthesize it. The reactants are: [F:1][C:2]([F:19])([F:18])[C:3]1[CH:8]=[CH:7][C:6]([C:9]2[CH:14]=[CH:13][C:12]([NH:15][CH:16]=[O:17])=[CH:11][CH:10]=2)=[CH:5][CH:4]=1.[H-].[Na+].I[CH3:23]. (4) Given the product [CH3:12][S:11][C:10]1[C:5]2[S:4][CH:3]=[C:2]([CH:13]=[CH2:14])[C:6]=2[N:7]=[CH:8][N:9]=1, predict the reactants needed to synthesize it. The reactants are: Br[C:2]1[C:6]2[N:7]=[CH:8][N:9]=[C:10]([S:11][CH3:12])[C:5]=2[S:4][CH:3]=1.[CH2:13](C([Sn])=C(CCCC)CCCC)[CH2:14]CC.[F-].[K+]. (5) Given the product [CH2:24]([S:26]([N:1]1[CH2:6][CH2:5][CH:4]([C:7]2[C:15]3[C:10](=[C:11]([C:21]([NH2:23])=[O:22])[CH:12]=[C:13]([C:16]4[CH:20]=[CH:19][S:18][CH:17]=4)[CH:14]=3)[NH:9][CH:8]=2)[CH2:3][CH2:2]1)(=[O:28])=[O:27])[CH3:25], predict the reactants needed to synthesize it. The reactants are: [NH:1]1[CH2:6][CH2:5][CH:4]([C:7]2[C:15]3[C:10](=[C:11]([C:21]([NH2:23])=[O:22])[CH:12]=[C:13]([C:16]4[CH:20]=[CH:19][S:18][CH:17]=4)[CH:14]=3)[NH:9][CH:8]=2)[CH2:3][CH2:2]1.[CH2:24]([S:26](Cl)(=[O:28])=[O:27])[CH3:25].C(N(CC)CC)C.